From a dataset of Reaction yield outcomes from USPTO patents with 853,638 reactions. Predict the reaction yield, written as a fraction of the theoretical maximum amount of product (1.0 means a 100% yield; for example, 0.34 means a 34% yield). (1) The reactants are CC([O-])(C)C.[Na+].Cl[C:8]1[CH:15]=[CH:14][C:11]([C:12]#[N:13])=[CH:10][CH:9]=1.[NH:16]1[CH2:21][CH2:20][O:19][CH2:18][CH2:17]1. The catalyst is C1C=CC(/C=C/C(/C=C/C2C=CC=CC=2)=O)=CC=1.C1C=CC(/C=C/C(/C=C/C2C=CC=CC=2)=O)=CC=1.C1C=CC(/C=C/C(/C=C/C2C=CC=CC=2)=O)=CC=1.[Pd].[Pd].COCCOC. The product is [C:12]([C:11]1[CH:14]=[CH:15][C:8]([N:16]2[CH2:21][CH2:20][O:19][CH2:18][CH2:17]2)=[CH:9][CH:10]=1)#[N:13]. The yield is 0.960. (2) The reactants are C(OC(=O)[NH:7][CH2:8][CH2:9][CH2:10][NH:11][C:12]1[CH:21]=[CH:20][C:19]2[C:14](=[CH:15][C:16]([C:27]3[CH:32]=[CH:31][C:30]([O:33][CH3:34])=[CH:29][CH:28]=3)=[N:17][C:18]=2[NH:22][CH2:23][CH2:24][CH2:25][NH2:26])[N:13]=1)(C)(C)C. The catalyst is Cl.O1CCOCC1. The product is [NH2:7][CH2:8][CH2:9][CH2:10][NH:11][C:12]1[CH:21]=[CH:20][C:19]2[C:14](=[CH:15][C:16]([C:27]3[CH:28]=[CH:29][C:30]([O:33][CH3:34])=[CH:31][CH:32]=3)=[N:17][C:18]=2[NH:22][CH2:23][CH2:24][CH2:25][NH2:26])[N:13]=1. The yield is 0.0800. (3) The reactants are [CH:1]1([NH:4][C:5]([C@H:7]2[CH2:11][CH2:10][CH2:9][N:8]2[C:12]2[CH:17]=[CH:16][C:15]([N+:18]([O-])=O)=[CH:14][CH:13]=2)=[O:6])[CH2:3][CH2:2]1.C([O-])=O.[NH4+]. The catalyst is CO.[Pd]. The product is [CH:1]1([NH:4][C:5]([C@H:7]2[CH2:11][CH2:10][CH2:9][N:8]2[C:12]2[CH:13]=[CH:14][C:15]([NH2:18])=[CH:16][CH:17]=2)=[O:6])[CH2:2][CH2:3]1. The yield is 0.960. (4) The reactants are C(N1C=CN=C1)(N1C=CN=C1)=O.[CH:13]1([C:19]2[C:20]3[CH:21]=[CH:22][C:23]([C:43]([OH:45])=O)=[CH:24][C:25]=3[N:26]3[CH2:32][C:31]([C:33]([O:35][CH3:36])=[O:34])=[CH:30][C:29]4[CH:37]=[C:38]([O:41][CH3:42])[CH:39]=[CH:40][C:28]=4[C:27]=23)[CH2:18][CH2:17][CH2:16][CH2:15][CH2:14]1.[S:46]([NH2:50])([NH2:49])(=[O:48])=[O:47].C1CCN2C(=NCCC2)CC1. The catalyst is C1COCC1.CCOC(C)=O.C(Cl)Cl. The product is [NH2:49][S:46]([NH:50][C:43]([C:23]1[CH:22]=[CH:21][C:20]2[C:19]([CH:13]3[CH2:14][CH2:15][CH2:16][CH2:17][CH2:18]3)=[C:27]3[C:28]4[CH:40]=[CH:39][C:38]([O:41][CH3:42])=[CH:37][C:29]=4[CH:30]=[C:31]([C:33]([O:35][CH3:36])=[O:34])[CH2:32][N:26]3[C:25]=2[CH:24]=1)=[O:45])(=[O:48])=[O:47]. The yield is 0.910. (5) The product is [CH3:9][Si:10]([NH:6][C:5]1[N:4]=[C:2]([O:3][Si:10]([CH3:17])([CH3:16])[CH3:9])[N:1]=[CH:8][N:7]=1)([CH3:17])[CH3:16]. No catalyst specified. The yield is 0.980. The reactants are [NH:1]1[CH:8]=[N:7][C:5]([NH2:6])=[N:4][C:2]1=[O:3].[CH3:9][Si:10]([CH3:17])([CH3:16])N[Si:10]([CH3:17])([CH3:16])[CH3:9].S([O-])([O-])(=O)=O.[NH4+].[NH4+]. (6) The reactants are [F:1][C:2]1[CH:7]=[CH:6][C:5]([N:8]2[C:12]([C:13]3[N:14]=[CH:15][N:16]([C:18]4[CH:26]=[CH:25][C:21]([C:22](O)=[O:23])=[CH:20][N:19]=4)[CH:17]=3)=[C:11]([CH3:27])[N:10]=[N:9]2)=[CH:4][CH:3]=1.[CH3:28][C:29]1([NH2:33])[CH2:32][O:31][CH2:30]1. No catalyst specified. The product is [F:1][C:2]1[CH:7]=[CH:6][C:5]([N:8]2[C:12]([C:13]3[N:14]=[CH:15][N:16]([C:18]4[CH:26]=[CH:25][C:21]([C:22]([NH:33][C:29]5([CH3:28])[CH2:32][O:31][CH2:30]5)=[O:23])=[CH:20][N:19]=4)[CH:17]=3)=[C:11]([CH3:27])[N:10]=[N:9]2)=[CH:4][CH:3]=1. The yield is 0.860. (7) The reactants are [F:1][C:2]([F:7])(F)[C:3]([OH:5])=[O:4].[OH2:8].[C:9](#N)[CH3:10].[C:12](OCC)(=[O:14])C. No catalyst specified. The product is [F:1][C:2]1([F:7])[C@H:12]([OH:14])[C@@H:9]([CH2:10][OH:8])[O:5][C:3]1=[O:4]. The yield is 0.999. (8) The reactants are [CH3:1][O:2][C:3]1[CH:8]=[CH:7][C:6]([C:9]2[CH:14]=[CH:13][C:12]([O:15][CH3:16])=[CH:11][CH:10]=2)=[C:5]([N+:17]([O-])=O)[CH:4]=1. The catalyst is C(OP(OCC)OCC)C. The product is [CH3:1][O:2][C:3]1[CH:8]=[CH:7][C:6]2[C:9]3[C:14](=[CH:13][C:12]([O:15][CH3:16])=[CH:11][CH:10]=3)[NH:17][C:5]=2[CH:4]=1. The yield is 0.740.